Task: Predict the product of the given reaction.. Dataset: Forward reaction prediction with 1.9M reactions from USPTO patents (1976-2016) (1) The product is: [F:21][C:11]1[CH:12]=[N:13][C:14]2[CH:15]=[CH:16][C:17](=[O:20])[N:18]3[CH:7]([CH2:6][N:26]4[CH2:27][C@@H:23]([OH:22])[C@@H:24]([CH2:28][NH:29][C:30](=[O:39])[O:31][CH2:32][C:33]5[CH:38]=[CH:37][CH:36]=[CH:35][CH:34]=5)[CH2:25]4)[CH2:8][CH2:9][C:10]=1[C:19]=23. Given the reactants CS(O[CH2:6][CH:7]1[N:18]2[C:19]3[C:10](=[C:11]([F:21])[CH:12]=[N:13][C:14]=3[CH:15]=[CH:16][C:17]2=[O:20])[CH2:9][CH2:8]1)(=O)=O.[OH:22][C@@H:23]1[CH2:27][NH:26][CH2:25][C@@H:24]1[CH2:28][NH:29][C:30](=[O:39])[O:31][CH2:32][C:33]1[CH:38]=[CH:37][CH:36]=[CH:35][CH:34]=1, predict the reaction product. (2) The product is: [Cl:18][C:19]1[CH:26]=[CH:25][CH:24]=[CH:23][C:20]=1[CH2:21][N:12]1[C:13]([CH3:17])([CH3:16])[C:14](=[O:15])[N:11]1[CH:2]1[CH:3]2[CH2:4][CH:5]3[CH2:6][CH:7]([CH2:8][CH:1]1[CH2:10]3)[CH2:9]2. Given the reactants [CH:1]12[CH2:10][CH:5]3[CH2:6][CH:7]([CH2:9][CH:3]([CH2:4]3)[CH:2]1[N:11]1[C:14](=[O:15])[C:13]([CH3:17])([CH3:16])[NH:12]1)[CH2:8]2.[Cl:18][C:19]1[CH:26]=[CH:25][CH:24]=[CH:23][C:20]=1[CH2:21]Br, predict the reaction product.